Dataset: Peptide-MHC class I binding affinity with 185,985 pairs from IEDB/IMGT. Task: Regression. Given a peptide amino acid sequence and an MHC pseudo amino acid sequence, predict their binding affinity value. This is MHC class I binding data. (1) The peptide sequence is KQRKPGGPW. The MHC is HLA-B53:01 with pseudo-sequence HLA-B53:01. The binding affinity (normalized) is 0.213. (2) The binding affinity (normalized) is 0.366. The peptide sequence is LLTACTIFY. The MHC is HLA-A02:06 with pseudo-sequence HLA-A02:06. (3) The peptide sequence is YERGNIIIF. The MHC is HLA-A26:01 with pseudo-sequence HLA-A26:01. The binding affinity (normalized) is 0.0847.